This data is from Catalyst prediction with 721,799 reactions and 888 catalyst types from USPTO. The task is: Predict which catalyst facilitates the given reaction. (1) Product: [CH2:50]([O:52][C:53](=[O:56])[CH2:54][NH:55][C:22](=[O:24])[C:21]1[CH:20]=[CH:19][C:18]([O:17][CH2:10][C:11]2[CH:12]=[CH:13][CH:14]=[CH:15][CH:16]=2)=[CH:26][CH:25]=1)[CH3:51]. Reactant: CCN(C(C)C)C(C)C.[CH2:10]([O:17][C:18]1[CH:26]=[CH:25][C:21]([C:22]([OH:24])=O)=[CH:20][CH:19]=1)[C:11]1[CH:16]=[CH:15][CH:14]=[CH:13][CH:12]=1.C1C=CC2N(O)N=NC=2C=1.CCN=C=NCCCN(C)C.Cl.Cl.[CH2:50]([O:52][C:53](=[O:56])[CH2:54][NH2:55])[CH3:51]. The catalyst class is: 18. (2) Reactant: [CH2:1](P(CCCC)CCCC)CCC.N(C(OC(C)C)=O)=NC(OC(C)C)=O.[C:28]1([S:34]([CH2:37][C:38]2[C:43]([C:44]([OH:46])=[O:45])=[C:42]([OH:47])[C:41]([C:48]3[CH:52]=[CH:51][O:50][CH:49]=3)=[CH:40][CH:39]=2)(=[O:36])=[O:35])[CH:33]=[CH:32][CH:31]=[CH:30][CH:29]=1.[C:53]([N:60]1[CH2:63][CH:62](O)[CH2:61]1)([O:55][C:56]([CH3:59])([CH3:58])[CH3:57])=[O:54]. Product: [C:28]1([S:34]([CH2:37][C:38]2[C:43]([C:44]([O:46][CH3:1])=[O:45])=[C:42]([C:41]([C:48]3[CH:52]=[CH:51][O:50][CH:49]=3)=[CH:40][CH:39]=2)[O:47][CH:62]2[CH2:63][N:60]([C:53]([O:55][C:56]([CH3:59])([CH3:58])[CH3:57])=[O:54])[CH2:61]2)(=[O:36])=[O:35])[CH:29]=[CH:30][CH:31]=[CH:32][CH:33]=1. The catalyst class is: 299.